This data is from Peptide-MHC class II binding affinity with 134,281 pairs from IEDB. The task is: Regression. Given a peptide amino acid sequence and an MHC pseudo amino acid sequence, predict their binding affinity value. This is MHC class II binding data. (1) The peptide sequence is GTLWCGHGNKSSGPNELG. The MHC is DRB1_0401 with pseudo-sequence DRB1_0401. The binding affinity (normalized) is 0.149. (2) The binding affinity (normalized) is 0.391. The MHC is DRB1_0301 with pseudo-sequence DRB1_0301. The peptide sequence is FSLECIMDVGEIQNK. (3) The peptide sequence is LNKIVRMYSPVSILDI. The MHC is DRB1_0901 with pseudo-sequence DRB1_0901. The binding affinity (normalized) is 0.668. (4) The peptide sequence is VLSYVIGLLPPDMVV. The MHC is DRB1_1302 with pseudo-sequence DRB1_1302. The binding affinity (normalized) is 0.544.